This data is from Catalyst prediction with 721,799 reactions and 888 catalyst types from USPTO. The task is: Predict which catalyst facilitates the given reaction. (1) Reactant: [NH2:1][C:2]1[C:10]([CH3:11])=[C:9]([Cl:12])[CH:8]=[CH:7][C:3]=1[C:4]([OH:6])=[O:5].CN(C)C=O.[Cl:18]N1C(=O)CCC1=O. Product: [NH2:1][C:2]1[C:10]([CH3:11])=[C:9]([Cl:12])[C:8]([Cl:18])=[CH:7][C:3]=1[C:4]([OH:6])=[O:5]. The catalyst class is: 6. (2) Reactant: [Br:1][C:2]1[C:3]([S:12][C:13]2[N:14]([CH2:23][CH2:24][CH:25]3[CH2:30][CH2:29][NH:28][CH2:27][CH2:26]3)[C:15]3[C:20]([N:21]=2)=[C:19]([NH2:22])[N:18]=[CH:17][N:16]=3)=[CH:4][C:5]2[O:10][CH2:9][CH2:8][O:7][C:6]=2[CH:11]=1.CCN(CC)CC.O=C1CCC(=O)N1[O:45][C:46](=O)[C@@H:47]([NH:52]C(OC(C)(C)C)=O)[CH2:48][C:49]([NH2:51])=[O:50]. Product: [NH2:52][C@H:47]([C:46]([N:28]1[CH2:27][CH2:26][CH:25]([CH2:24][CH2:23][N:14]2[C:13]([S:12][C:3]3[C:2]([Br:1])=[CH:11][C:6]4[O:7][CH2:8][CH2:9][O:10][C:5]=4[CH:4]=3)=[N:21][C:20]3[C:15]2=[N:16][CH:17]=[N:18][C:19]=3[NH2:22])[CH2:30][CH2:29]1)=[O:45])[CH2:48][C:49]([NH2:51])=[O:50]. The catalyst class is: 3.